Dataset: Reaction yield outcomes from USPTO patents with 853,638 reactions. Task: Predict the reaction yield, written as a fraction of the theoretical maximum amount of product (1.0 means a 100% yield; for example, 0.34 means a 34% yield). (1) The reactants are [OH:1][CH:2]([C:7]([O:9][CH3:10])=[O:8])[CH2:3][C:4](O)=[O:5]. The catalyst is C1COCC1. The product is [OH:1][CH:2]([CH2:3][CH2:4][OH:5])[C:7]([O:9][CH3:10])=[O:8]. The yield is 0.760. (2) The reactants are FC(F)(F)C(O)=O.[F:8][C:9]1[CH:10]=[C:11]([NH:31]C(=O)C)[CH:12]=[CH:13][C:14]=1[O:15][C:16]1[CH:21]=[CH:20][N:19]=[C:18]([NH:22][CH2:23][CH2:24][N:25]2[CH2:30][CH2:29][O:28][CH2:27][CH2:26]2)[CH:17]=1.[ClH:35]. The product is [ClH:35].[NH2:31][C:11]1[CH:12]=[CH:13][C:14]([O:15][C:16]2[CH:21]=[CH:20][N:19]=[C:18]([NH:22][CH2:23][CH2:24][N:25]3[CH2:30][CH2:29][O:28][CH2:27][CH2:26]3)[CH:17]=2)=[C:9]([F:8])[CH:10]=1. The yield is 0.760. The catalyst is CO. (3) The reactants are [Cl:1][C:2]1[CH:3]=[C:4]2[C:10]([C:11]3[N:16]=[C:15]([NH:17][C@H:18]4[CH2:22][CH2:21][N:20](S(C)(=O)=O)[CH2:19]4)[C:14]([F:27])=[CH:13][N:12]=3)=[CH:9][NH:8][C:5]2=[N:6][CH:7]=1.[C:28](Cl)(=[O:30])[CH3:29]. No catalyst specified. The product is [Cl:1][C:2]1[CH:3]=[C:4]2[C:10]([C:11]3[N:16]=[C:15]([NH:17][C@H:18]4[CH2:22][CH2:21][N:20]([C:28](=[O:30])[CH3:29])[CH2:19]4)[C:14]([F:27])=[CH:13][N:12]=3)=[CH:9][NH:8][C:5]2=[N:6][CH:7]=1. The yield is 0.180. (4) The reactants are [F:1][C:2]1[C:11]([O:12][CH3:13])=[CH:10][CH:9]=[C:8]([CH3:14])[C:3]=1[C:4]([O:6]C)=[O:5].CO.[OH-].[K+].Cl. The catalyst is C1COCC1. The product is [F:1][C:2]1[C:11]([O:12][CH3:13])=[CH:10][CH:9]=[C:8]([CH3:14])[C:3]=1[C:4]([OH:6])=[O:5]. The yield is 0.688.